Dataset: Full USPTO retrosynthesis dataset with 1.9M reactions from patents (1976-2016). Task: Predict the reactants needed to synthesize the given product. Given the product [CH3:25][O:24][C:21]1[CH:22]=[CH:23][C:18]([S:15]([N:7]2[CH2:6][C:4](=[O:3])[N:27]([CH3:26])[CH2:13][CH:8]2[C:9]([O:11][CH3:12])=[O:10])(=[O:17])=[O:16])=[CH:19][CH:20]=1, predict the reactants needed to synthesize it. The reactants are: C([O:3][C:4]([CH2:6][N:7]([S:15]([C:18]1[CH:23]=[CH:22][C:21]([O:24][CH3:25])=[CH:20][CH:19]=1)(=[O:17])=[O:16])[CH:8]([CH2:13]O)[C:9]([O:11][CH3:12])=[O:10])=O)C.[CH3:26][NH2:27].